Task: Predict the reactants needed to synthesize the given product.. Dataset: Full USPTO retrosynthesis dataset with 1.9M reactions from patents (1976-2016) (1) Given the product [C:26]([O:25][C:23]([N:21]1[CH:22]=[C:18]([C:9]2[N:10]([C:11]([O:13][C:14]([CH3:17])([CH3:16])[CH3:15])=[O:12])[C:4]3[CH:3]=[C:2]([NH:40][C:34]4[CH:35]=[CH:36][C:37]([O:38][CH3:39])=[C:32]([O:31][CH3:30])[CH:33]=4)[N:7]=[CH:6][C:5]=3[CH:8]=2)[CH:19]=[N:20]1)=[O:24])([CH3:29])([CH3:28])[CH3:27], predict the reactants needed to synthesize it. The reactants are: Br[C:2]1[N:7]=[CH:6][C:5]2[CH:8]=[C:9]([C:18]3[CH:19]=[N:20][N:21]([C:23]([O:25][C:26]([CH3:29])([CH3:28])[CH3:27])=[O:24])[CH:22]=3)[N:10]([C:11]([O:13][C:14]([CH3:17])([CH3:16])[CH3:15])=[O:12])[C:4]=2[CH:3]=1.[CH3:30][O:31][C:32]1[CH:33]=[C:34]([NH2:40])[CH:35]=[CH:36][C:37]=1[O:38][CH3:39]. (2) Given the product [Cl:1][C:2]1[CH:3]=[CH:4][C:5]2[C:6]3[C:14]([NH:15][C@@H:16]4[CH2:25][CH2:24][C:19](=[O:20])[CH2:18][C@H:17]4[CH3:26])=[N:13][CH:12]=[C:11]([C:27]#[N:28])[C:7]=3[NH:8][C:9]=2[CH:10]=1, predict the reactants needed to synthesize it. The reactants are: [Cl:1][C:2]1[CH:3]=[CH:4][C:5]2[C:6]3[C:14]([NH:15][C@@H:16]4[CH2:25][CH2:24][C:19]5(OCC[O:20]5)[CH2:18][C@H:17]4[CH3:26])=[N:13][CH:12]=[C:11]([C:27]#[N:28])[C:7]=3[NH:8][C:9]=2[CH:10]=1.CC1C=CC(S(O)(=O)=O)=CC=1.O. (3) Given the product [CH3:8][C:6]1[NH:5][C:4](=[O:9])[C:3]([N+:10]([O-:12])=[O:11])=[C:2]([N:22]2[CH2:23][CH2:24][N:19]([C:13]3[CH:18]=[CH:17][CH:16]=[CH:15][CH:14]=3)[CH2:20][CH2:21]2)[N:7]=1, predict the reactants needed to synthesize it. The reactants are: Br[C:2]1[N:7]=[C:6]([CH3:8])[NH:5][C:4](=[O:9])[C:3]=1[N+:10]([O-:12])=[O:11].[C:13]1([N:19]2[CH2:24][CH2:23][NH:22][CH2:21][CH2:20]2)[CH:18]=[CH:17][CH:16]=[CH:15][CH:14]=1.C(=O)([O-])[O-].[K+].[K+]. (4) The reactants are: C(=O)([O-])[O-].[K+].[K+].[C:7]([C:9]1[CH:10]=[C:11]([CH:15]=[CH:16][CH:17]=1)[C:12]([OH:14])=[O:13])#[N:8].[Cl-].[OH:19][NH3+:20]. Given the product [OH:19][NH:20][C:7]([C:9]1[CH:10]=[C:11]([CH:15]=[CH:16][CH:17]=1)[C:12]([OH:14])=[O:13])=[NH:8], predict the reactants needed to synthesize it. (5) Given the product [CH3:17][O:16][C:12]1[CH:11]=[C:10]([C:7]2[C:3]3[S:4][CH:5]=[CH:6][C:2]=3[O:9][N:8]=2)[CH:15]=[CH:14][CH:13]=1, predict the reactants needed to synthesize it. The reactants are: Br[C:2]1[CH:6]=[CH:5][S:4][C:3]=1[C:7]([C:10]1[CH:15]=[CH:14][CH:13]=[C:12]([O:16][CH3:17])[CH:11]=1)=[N:8][OH:9].[OH-].[K+].C(OCCO)C. (6) Given the product [CH2:9]([C:8]([C:5]1[CH:6]=[CH:7][C:2]([NH:1][C:15](=[O:17])[CH3:16])=[C:3]([OH:14])[CH:4]=1)([OH:11])[CH2:12][CH3:13])[CH3:10], predict the reactants needed to synthesize it. The reactants are: [NH2:1][C:2]1[CH:7]=[CH:6][C:5]([C:8]([CH2:12][CH3:13])([OH:11])[CH2:9][CH3:10])=[CH:4][C:3]=1[OH:14].[C:15](OC(=O)C)(=[O:17])[CH3:16]. (7) Given the product [ClH:203].[NH:1]1[CH2:6][CH2:5][CH:4]([NH:7][C:8]2[O:9][C:10]3[CH:16]=[CH:15][C:14]([O:17][CH2:18][C:19]4[NH:23][N:22]=[N:21][N:20]=4)=[CH:13][C:11]=3[N:12]=2)[CH2:3][CH2:2]1, predict the reactants needed to synthesize it. The reactants are: [NH:1]1[CH2:6][CH2:5][CH:4]([NH:7][C:8]2[O:9][C:10]3[CH:16]=[CH:15][C:14]([O:17][CH2:18][C:19]4[N:23](C(C5C=CC=CC=5)(C5C=CC=CC=5)C5C=CC=CC=5)[N:22]=[N:21][N:20]=4)=[CH:13][C:11]=3[N:12]=2)[CH2:3][CH2:2]1.N1CCC(NC2OC3C=CC(OCC4N=NN(C(C5C=CC=CC=5)(C5C=CC=CC=5)C5C=CC=CC=5)N=4)=CC=3N=2)CC1.C(OC(N1CCC(NC2OC3C=CC(O)=CC=3N=2)CC1)=O)(C)(C)C.C(N1C(CO)=NN=N1)(C1C=CC=CC=1)(C1C=CC=CC=1)C1C=CC=CC=1.C(N1N=NC(CO)=N1)(C1C=CC=CC=1)(C1C=CC=CC=1)C1C=CC=CC=1.C1(P(C2C=CC=CC=2)C2C=CC=CC=2)C=CC=CC=1.N(C(OC(C)(C)C)=O)=NC(OC(C)(C)C)=O.FC(F)(F)C(O)=O.[ClH:203]. (8) The reactants are: C(O)(C(F)(F)F)=O.[Br:8][C:9]1[CH:16]=[CH:15][C:12]([CH:13]=O)=[CH:11][CH:10]=1.[CH3:17][C:18]1[CH:26]=[CH:25][CH:24]=[C:23]2[C:19]=1[CH:20]=[CH:21][NH:22]2.C([SiH](CC)CC)C. Given the product [Br:8][C:9]1[CH:16]=[CH:15][C:12]([CH2:13][C:20]2[C:19]3[C:23](=[CH:24][CH:25]=[CH:26][C:18]=3[CH3:17])[NH:22][CH:21]=2)=[CH:11][CH:10]=1, predict the reactants needed to synthesize it. (9) The reactants are: [N:1]1([CH2:8][CH2:9][CH2:10][O:11][C:12]2[CH:17]=[CH:16][C:15]([CH2:18][CH2:19][CH2:20][CH2:21][OH:22])=[CH:14][CH:13]=2)[CH2:7][CH2:6][CH2:5][CH2:4][CH2:3][CH2:2]1.CCN(C(C)C)C(C)C.[CH3:32][S:33](Cl)(=[O:35])=[O:34]. Given the product [CH3:32][S:33]([O:22][CH2:21][CH2:20][CH2:19][CH2:18][C:15]1[CH:14]=[CH:13][C:12]([O:11][CH2:10][CH2:9][CH2:8][N:1]2[CH2:7][CH2:6][CH2:5][CH2:4][CH2:3][CH2:2]2)=[CH:17][CH:16]=1)(=[O:35])=[O:34], predict the reactants needed to synthesize it.